Task: Predict the reactants needed to synthesize the given product.. Dataset: Full USPTO retrosynthesis dataset with 1.9M reactions from patents (1976-2016) Given the product [ClH:30].[CH2:1]([O:8][C:9]([C:11]1[C:19]2[C:14](=[CH:15][CH:16]=[C:17]([CH2:20][NH2:21])[CH:18]=2)[NH:13][C:12]=1[CH3:29])=[O:10])[C:2]1[CH:3]=[CH:4][CH:5]=[CH:6][CH:7]=1, predict the reactants needed to synthesize it. The reactants are: [CH2:1]([O:8][C:9]([C:11]1[C:19]2[C:14](=[CH:15][CH:16]=[C:17]([CH2:20][NH:21]C(OC(C)(C)C)=O)[CH:18]=2)[NH:13][C:12]=1[CH3:29])=[O:10])[C:2]1[CH:7]=[CH:6][CH:5]=[CH:4][CH:3]=1.[ClH:30].O1CCOCC1.